This data is from NCI-60 drug combinations with 297,098 pairs across 59 cell lines. The task is: Regression. Given two drug SMILES strings and cell line genomic features, predict the synergy score measuring deviation from expected non-interaction effect. Synergy scores: CSS=34.5, Synergy_ZIP=7.26, Synergy_Bliss=6.32, Synergy_Loewe=-12.9, Synergy_HSA=2.43. Cell line: DU-145. Drug 1: CC1C(C(=O)NC(C(=O)N2CCCC2C(=O)N(CC(=O)N(C(C(=O)O1)C(C)C)C)C)C(C)C)NC(=O)C3=C4C(=C(C=C3)C)OC5=C(C(=O)C(=C(C5=N4)C(=O)NC6C(OC(=O)C(N(C(=O)CN(C(=O)C7CCCN7C(=O)C(NC6=O)C(C)C)C)C)C(C)C)C)N)C. Drug 2: CC1=C2C(C(=O)C3(C(CC4C(C3C(C(C2(C)C)(CC1OC(=O)C(C(C5=CC=CC=C5)NC(=O)C6=CC=CC=C6)O)O)OC(=O)C7=CC=CC=C7)(CO4)OC(=O)C)O)C)OC(=O)C.